From a dataset of Reaction yield outcomes from USPTO patents with 853,638 reactions. Predict the reaction yield, written as a fraction of the theoretical maximum amount of product (1.0 means a 100% yield; for example, 0.34 means a 34% yield). (1) The reactants are Cl[C:2]1[C:3](=[O:10])[O:4][C:5]([CH3:9])=[C:6]([Cl:8])[N:7]=1.[F:11][C:12]1[CH:18]=[CH:17][CH:16]=[CH:15][C:13]=1[NH2:14].O. The catalyst is O1CCCC1. The product is [Cl:8][C:6]1[N:7]=[C:2]([NH:14][C:13]2[CH:15]=[CH:16][CH:17]=[CH:18][C:12]=2[F:11])[C:3](=[O:10])[O:4][C:5]=1[CH3:9]. The yield is 0.640. (2) The reactants are [F:1][C:2]1[CH:7]=[CH:6][C:5]([N+:8]([O-:10])=[O:9])=[C:4](I)[CH:3]=1.[C:12]1([Mg]Cl)[CH:17]=CC=C[CH:13]=1.C([Cu])#N.C(Br)C=C. The catalyst is C1COCC1. The product is [F:1][C:2]1[CH:7]=[CH:6][C:5]([N+:8]([O-:10])=[O:9])=[C:4]([CH2:17][CH:12]=[CH2:13])[CH:3]=1. The yield is 0.420. (3) The catalyst is COCCOC.C1(C)C=CC=CC=1.C1C=CC(/C=C/C(/C=C/C2C=CC=CC=2)=O)=CC=1.C1C=CC(/C=C/C(/C=C/C2C=CC=CC=2)=O)=CC=1.C1C=CC(/C=C/C(/C=C/C2C=CC=CC=2)=O)=CC=1.[Pd].[Pd].C1(P(C2CCCCC2)C2C=CC=CC=2C2C(OC)=CC=CC=2OC)CCCCC1. The product is [CH2:1]([O:8][C:9]1[CH:14]=[C:13]([CH3:15])[C:12]([C:26]2[CH:27]=[CH:28][C:21]([F:20])=[C:22]([CH:23]=[O:24])[CH:25]=2)=[C:11]([CH3:19])[CH:10]=1)[C:2]1[CH:7]=[CH:6][CH:5]=[CH:4][CH:3]=1. The yield is 0.584. The reactants are [CH2:1]([O:8][C:9]1[CH:14]=[C:13]([CH3:15])[C:12](B(O)O)=[C:11]([CH3:19])[CH:10]=1)[C:2]1[CH:7]=[CH:6][CH:5]=[CH:4][CH:3]=1.[F:20][C:21]1[CH:28]=[CH:27][C:26](Br)=[CH:25][C:22]=1[CH:23]=[O:24].C(=O)([O-])[O-].[Na+].[Na+].O. (4) The reactants are Cl.[NH2:2][CH2:3][CH2:4][C:5](=[O:7])[CH3:6].[F:8][C:9]1[CH:14]=[CH:13][C:12]([CH2:15][C:16](Cl)=[O:17])=[CH:11][CH:10]=1.C(N(CC)CC)C.C(=O)([O-])O.[Na+]. The catalyst is CN(C)C(=O)C.C(OCC)(=O)C.O1CCCC1. The product is [F:8][C:9]1[CH:14]=[CH:13][C:12]([CH2:15][C:16]([NH:2][CH2:3][CH2:4][C:5](=[O:7])[CH3:6])=[O:17])=[CH:11][CH:10]=1. The yield is 0.390. (5) The reactants are [CH3:1][O:2][C:3]1[CH:20]=[CH:19][C:6]([CH2:7][N:8]([CH3:18])[C:9]2[CH:14]=[C:13]([N+:15]([O-])=O)[CH:12]=[CH:11][N:10]=2)=[CH:5][CH:4]=1.[H][H]. The catalyst is [Pd].CO. The product is [CH3:1][O:2][C:3]1[CH:4]=[CH:5][C:6]([CH2:7][N:8]([CH3:18])[C:9]2[CH:14]=[C:13]([NH2:15])[CH:12]=[CH:11][N:10]=2)=[CH:19][CH:20]=1. The yield is 0.920.